The task is: Predict the product of the given reaction.. This data is from Forward reaction prediction with 1.9M reactions from USPTO patents (1976-2016). (1) Given the reactants [CH:1]([C:4]1[CH:5]=[C:6]([CH:25]=[CH:26][C:27]=1[O:28][Si](C(C)C)(C(C)C)C(C)C)[CH2:7][N:8]1[C:16]2[C:11](=[C:12]([NH:17][C:18](=[O:24])[C:19]([O:21][CH2:22][CH3:23])=[O:20])[CH:13]=[CH:14][CH:15]=2)[CH:10]=[CH:9]1)([CH3:3])[CH3:2].[F-].C([N+](CCCC)(CCCC)CCCC)CCC, predict the reaction product. The product is: [OH:28][C:27]1[CH:26]=[CH:25][C:6]([CH2:7][N:8]2[C:16]3[C:11](=[C:12]([NH:17][C:18](=[O:24])[C:19]([O:21][CH2:22][CH3:23])=[O:20])[CH:13]=[CH:14][CH:15]=3)[CH:10]=[CH:9]2)=[CH:5][C:4]=1[CH:1]([CH3:2])[CH3:3]. (2) Given the reactants [Br:1][C:2]1[C:10]2[N:9]=[N:8][N:7]([CH2:11][CH:12]([CH3:14])[CH3:13])[C:6]=2[CH:5]=[CH:4][C:3]=1I.[OH:16][CH2:17][C:18]1[CH:23]=[CH:22][C:21](B2OC(C)(C)C(C)(C)O2)=[CH:20][CH:19]=1.C(=O)([O-])[O-].[Cs+].[Cs+], predict the reaction product. The product is: [Br:1][C:2]1[C:10]2[N:9]=[N:8][N:7]([CH2:11][CH:12]([CH3:14])[CH3:13])[C:6]=2[CH:5]=[CH:4][C:3]=1[C:21]1[CH:22]=[CH:23][C:18]([CH2:17][OH:16])=[CH:19][CH:20]=1. (3) Given the reactants [Cl:1][C:2]1[CH:7]=[C:6]([OH:8])[CH:5]=[CH:4][C:3]=1[CH:9]([CH3:25])[C:10]([C:16]1[CH:17]=[C:18]([CH3:24])[C:19](=[O:23])[N:20]([CH3:22])[CH:21]=1)([OH:15])[C:11]([F:14])([F:13])[F:12].[CH3:26][O:27][C:28](=[O:40])[C:29]1[C:34]([C:35]([F:38])([F:37])[F:36])=[CH:33][C:32](Cl)=[N:31][CH:30]=1.N12CCN(CC1)CC2, predict the reaction product. The product is: [CH3:26][O:27][C:28](=[O:40])[C:29]1[C:34]([C:35]([F:36])([F:37])[F:38])=[CH:33][C:32]([O:8][C:6]2[CH:5]=[CH:4][C:3]([CH:9]([CH3:25])[C:10]([C:16]3[CH:17]=[C:18]([CH3:24])[C:19](=[O:23])[N:20]([CH3:22])[CH:21]=3)([OH:15])[C:11]([F:13])([F:14])[F:12])=[C:2]([Cl:1])[CH:7]=2)=[N:31][CH:30]=1.